This data is from Forward reaction prediction with 1.9M reactions from USPTO patents (1976-2016). The task is: Predict the product of the given reaction. (1) Given the reactants [C:1]1(=O)[CH2:6][CH2:5]C[CH2:3][CH2:2]1.C1(C)C=CC(S(O)(=O)=O)=CC=1.C(O)C.[CH:22]([O:29][CH2:30][CH3:31])([O:26][CH2:27][CH3:28])OCC, predict the reaction product. The product is: [CH2:30]([O:29][C:22]1([O:26][CH2:27][CH3:28])[CH2:5][CH2:6][CH2:1][CH2:2][CH2:3]1)[CH3:31]. (2) Given the reactants C[Si]([N-][Si](C)(C)C)(C)C.[Na+].[CH3:11][O:12][C:13]1[CH:24]=[CH:23][C:16]([CH2:17][C:18]2([C:21]#[N:22])[CH2:20][CH2:19]2)=[CH:15][CH:14]=1.C1(C#N)CC1.ClCC1C=CC(OC)=CC=1, predict the reaction product. The product is: [CH3:11][O:12][C:13]1[CH:24]=[CH:23][C:16]([CH2:17][C:18]2([C:21]#[N:22])[CH2:19][CH2:20]2)=[CH:15][CH:14]=1. (3) Given the reactants CC(C)([O-])C.[K+].[N+:7]([C:10]1[CH:15]=[CH:14][C:13]([OH:16])=[CH:12][CH:11]=1)([O-:9])=[O:8].Cl.Cl[CH2:19][CH:20]1[CH2:25][CH2:24][CH2:23][N:22]([CH3:26])[CH2:21]1, predict the reaction product. The product is: [CH3:26][N:22]1[CH2:23][CH2:24][CH2:25][CH:20]([CH2:19][O:16][C:13]2[CH:14]=[CH:15][C:10]([N+:7]([O-:9])=[O:8])=[CH:11][CH:12]=2)[CH2:21]1. (4) Given the reactants Br[C:2]1[CH:3]=[CH:4][C:5]([C:8]([NH:10][C:11]2[CH:25]=[CH:24][C:14]3[CH2:15][CH2:16][N:17]([CH:20]4[CH2:23][CH2:22][CH2:21]4)[CH2:18][CH2:19][C:13]=3[CH:12]=2)=[O:9])=[N:6][CH:7]=1.C([Sn](CCCC)(CCCC)[C:31]1[CH:36]=[N:35][CH:34]=[CH:33][N:32]=1)CCC, predict the reaction product. The product is: [CH:20]1([N:17]2[CH2:16][CH2:15][C:14]3[CH:24]=[CH:25][C:11]([NH:10][C:8]([C:5]4[CH:4]=[CH:3][C:2]([C:31]5[CH:36]=[N:35][CH:34]=[CH:33][N:32]=5)=[CH:7][N:6]=4)=[O:9])=[CH:12][C:13]=3[CH2:19][CH2:18]2)[CH2:23][CH2:22][CH2:21]1. (5) The product is: [Br:1][C:2]1[C:3]([CH2:4][OH:5])=[CH:7][CH:8]=[C:9]([Br:11])[N:10]=1. Given the reactants [Br:1][C:2]1[N:10]=[C:9]([Br:11])[CH:8]=[CH:7][C:3]=1[C:4](O)=[O:5].C(N(CC)CC)C.ClC(OCC)=O, predict the reaction product. (6) Given the reactants [CH3:1][C:2]1[CH:3]=[C:4]([CH:18]=[C:19]([CH3:21])[CH:20]=1)[CH2:5][N:6]1[C:11]2[CH:12]=[C:13]([CH:16]=[O:17])[CH:14]=[CH:15][C:10]=2[O:9][CH2:8][CH2:7]1.[CH3:22]CN(P1(N(CC2C=CC=CC=2)CCCN1C)=NC(C)(C)C)CC.C=CC1C=CC=CC=1.C=CC1C=CC(C=C)=CC=1.CC1C=C(C=C(C)C=1)CBr, predict the reaction product. The product is: [CH3:21][C:19]1[CH:18]=[C:4]([CH:3]=[C:2]([CH3:1])[CH:20]=1)[CH2:5][N:6]1[C:11]2[CH:12]=[C:13]([CH:16]=[O:17])[CH:14]=[CH:15][C:10]=2[O:9][CH2:8][CH2:22][CH2:7]1. (7) Given the reactants [CH:1]([C@@H:4]1[CH2:8][CH2:7][S:6](=[O:10])(=[O:9])[NH:5]1)([CH3:3])[CH3:2].Br[C:12]1[CH:17]=[CH:16][C:15]([C:18]([N:20]2[CH2:25][CH2:24][N:23]([C:26]3[C:31]([CH3:32])=[CH:30][C:29]([CH3:33])=[CH:28][N:27]=3)[CH2:22][CH2:21]2)=[O:19])=[C:14]([S:34]([CH3:37])(=[O:36])=[O:35])[CH:13]=1, predict the reaction product. The product is: [CH3:32][C:31]1[C:26]([N:23]2[CH2:24][CH2:25][N:20]([C:18]([C:15]3[CH:16]=[CH:17][C:12]([N:5]4[C@H:4]([CH:1]([CH3:3])[CH3:2])[CH2:8][CH2:7][S:6]4(=[O:10])=[O:9])=[CH:13][C:14]=3[S:34]([CH3:37])(=[O:36])=[O:35])=[O:19])[CH2:21][CH2:22]2)=[N:27][CH:28]=[C:29]([CH3:33])[CH:30]=1.